From a dataset of Full USPTO retrosynthesis dataset with 1.9M reactions from patents (1976-2016). Predict the reactants needed to synthesize the given product. (1) Given the product [OH:2][CH2:3][CH:5]1[CH2:14][CH2:13][C:12]2[C:7](=[CH:8][CH:9]=[CH:10][CH:11]=2)[C:6]1=[O:20], predict the reactants needed to synthesize it. The reactants are: C[O:2][C:3]([C:5]1[CH2:14][CH2:13][C:12]2[C:7](=[CH:8][C:9](CC(C)(C)C)=[CH:10][CH:11]=2)[C:6]=1[OH:20])=O.[H-].[Al+3].[Li+].[H-].[H-].[H-]. (2) The reactants are: [NH2:1][C:2]1[S:3][C:4]2[N:5]=[C:6]([NH:11][C:12]3[C:13]([Cl:27])=[CH:14][C:15]([F:26])=[C:16]([NH:18][C:19](=[O:25])[O:20][C:21]([CH3:24])([CH3:23])[CH3:22])[CH:17]=3)[N:7]=[CH:8][C:9]=2[N:10]=1.[C:28](Cl)(=[O:30])[CH3:29].C(=O)([O-])O.[Na+]. Given the product [C:21]([O:20][C:19](=[O:25])[NH:18][C:16]1[CH:17]=[C:12]([NH:11][C:6]2[N:7]=[CH:8][C:9]3[N:10]=[C:2]([NH:1][C:28](=[O:30])[CH3:29])[S:3][C:4]=3[N:5]=2)[C:13]([Cl:27])=[CH:14][C:15]=1[F:26])([CH3:24])([CH3:22])[CH3:23], predict the reactants needed to synthesize it. (3) Given the product [CH3:22][N:2]([CH3:1])[C:3]1[CH:8]=[CH:7][C:6]([C:9]([C:11]2[CH:16]=[CH:15][C:14]([O:17][CH3:18])=[C:13]([O:19][CH2:20][CH3:21])[CH:12]=2)=[O:10])=[CH:5][CH:4]=1, predict the reactants needed to synthesize it. The reactants are: [CH3:1][N:2]([CH3:22])[C:3]1[CH:8]=[CH:7][C:6]([CH:9]([C:11]2[CH:16]=[CH:15][C:14]([O:17][CH3:18])=[C:13]([O:19][CH2:20][CH3:21])[CH:12]=2)[OH:10])=[CH:5][CH:4]=1. (4) Given the product [N:15]1([C:54]([C:51]2[N:52]=[CH:53][C:48]([O:47][C:37]3[CH:36]=[C:35]([CH:40]=[C:39]([O:41][C@@H:42]([CH3:46])[CH2:43][O:44][CH3:45])[CH:38]=3)[C:33]([NH:32][C:29]3[CH:30]=[CH:31][N:27]([CH2:25][CH3:26])[N:28]=3)=[O:34])=[N:49][CH:50]=2)=[O:56])[CH2:14][CH2:13][CH2:10]1, predict the reactants needed to synthesize it. The reactants are: CN(C(ON1N=NC2C=[CH:13][CH:14]=[N:15][C:10]1=2)=[N+](C)C)C.F[P-](F)(F)(F)(F)F.[CH2:25]([N:27]1[CH:31]=[CH:30][C:29]([NH:32][C:33]([C:35]2[CH:36]=[C:37]([O:47][C:48]3[N:49]=[CH:50][C:51]([C:54]([OH:56])=O)=[N:52][CH:53]=3)[CH:38]=[C:39]([O:41][C@@H:42]([CH3:46])[CH2:43][O:44][CH3:45])[CH:40]=2)=[O:34])=[N:28]1)[CH3:26].Cl.N1CCC1.CCN(C(C)C)C(C)C. (5) Given the product [CH2:1]([O:8][C:9]1[CH:14]=[CH:13][C:12]([C@H:15]2[CH2:20][CH2:19][NH:18][CH2:17][C@H:16]2[F:28])=[CH:11][CH:10]=1)[C:2]1[CH:3]=[CH:4][CH:5]=[CH:6][CH:7]=1, predict the reactants needed to synthesize it. The reactants are: [CH2:1]([O:8][C:9]1[CH:14]=[CH:13][C:12]([C@H:15]2[CH2:20][CH2:19][N:18](C(OC(C)(C)C)=O)[CH2:17][C@H:16]2[F:28])=[CH:11][CH:10]=1)[C:2]1[CH:7]=[CH:6][CH:5]=[CH:4][CH:3]=1.C(O)(C(F)(F)F)=O. (6) Given the product [S:44]([OH:48])([OH:47])(=[O:46])=[O:45].[NH2:30][CH:26]([CH:27]([CH3:29])[CH3:28])[C:25]([O:24][CH2:23][C@@H:14]1[C@@H:13]([OH:39])[C@@H:12]([OH:41])[C@H:11]([C:8]2[C:4]3[N:5]=[CH:6][N:7]=[C:2]([NH2:1])[C:3]=3[NH:10][CH:9]=2)[NH:15]1)=[O:38], predict the reactants needed to synthesize it. The reactants are: [NH2:1][C:2]1[C:3]2[NH:10][CH:9]=[C:8]([C@@H:11]3[N:15](C(OC(C)(C)C)=O)[C@H:14]([CH2:23][O:24][C:25](=[O:38])[CH:26]([NH:30]C(OC(C)(C)C)=O)[CH:27]([CH3:29])[CH3:28])[C@H:13]4[O:39]C(C)(C)[O:41][C@@H:12]34)[C:4]=2[N:5]=[CH:6][N:7]=1.[S:44](=[O:48])(=[O:47])([OH:46])[OH:45]. (7) Given the product [CH2:1]([N:5]([CH2:6][CH3:7])[C:8]1[C:13]([CH3:14])=[C:12]([NH:20][C:19]2[C:21]([CH3:26])=[CH:22][C:23]([CH3:25])=[CH:24][C:18]=2[CH3:17])[N:11]=[C:10]([CH3:16])[N:9]=1)[CH2:2][CH2:3][CH3:4], predict the reactants needed to synthesize it. The reactants are: [CH2:1]([N:5]([C:8]1[C:13]([CH3:14])=[C:12](Cl)[N:11]=[C:10]([CH3:16])[N:9]=1)[CH2:6][CH3:7])[CH2:2][CH2:3][CH3:4].[CH3:17][C:18]1[CH:24]=[C:23]([CH3:25])[CH:22]=[C:21]([CH3:26])[C:19]=1[NH2:20].C(N(C(C)C)CC)(C)C.